From a dataset of Reaction yield outcomes from USPTO patents with 853,638 reactions. Predict the reaction yield, written as a fraction of the theoretical maximum amount of product (1.0 means a 100% yield; for example, 0.34 means a 34% yield). (1) The reactants are [Br:1][C:2]1[CH:3]=[CH:4][C:5](=[C:8]2[C:13](=[O:14])OC(C)(C)OC2=O)[NH:6][CH:7]=1.[CH2:18]([NH2:25])[C:19]1[CH:24]=[CH:23][CH:22]=[CH:21][CH:20]=1. The catalyst is C1(C)C=CC=CC=1. The product is [CH2:18]([NH:25][C:13](=[O:14])[CH2:8][C:5]1[CH:4]=[CH:3][C:2]([Br:1])=[CH:7][N:6]=1)[C:19]1[CH:24]=[CH:23][CH:22]=[CH:21][CH:20]=1. The yield is 0.960. (2) The reactants are Cl[C:2]1[CH:7]=[CH:6][C:5]([C:8]2[C:17]3[C:12](=[CH:13][CH:14]=[CH:15][CH:16]=3)[N:11]=[C:10]([NH:18][CH2:19][CH2:20][CH2:21][N:22]3[CH2:27][CH2:26][CH:25]([C:28]4[CH:29]=[C:30]([NH:34][C:35](=[O:37])[CH3:36])[CH:31]=[CH:32][CH:33]=4)[CH2:24][CH2:23]3)[N:9]=2)=[CH:4][CH:3]=1.C(N(CC)CC)C. The catalyst is CO.[Pd]. The product is [C:5]1([C:8]2[C:17]3[C:12](=[CH:13][CH:14]=[CH:15][CH:16]=3)[N:11]=[C:10]([NH:18][CH2:19][CH2:20][CH2:21][N:22]3[CH2:23][CH2:24][CH:25]([C:28]4[CH:29]=[C:30]([NH:34][C:35](=[O:37])[CH3:36])[CH:31]=[CH:32][CH:33]=4)[CH2:26][CH2:27]3)[N:9]=2)[CH:4]=[CH:3][CH:2]=[CH:7][CH:6]=1. The yield is 0.880. (3) The reactants are [Cl:1][C:2]1[CH:7]=[CH:6][CH:5]=[CH:4][C:3]=1[CH:8]([OH:12])[CH:9]([CH3:11])[CH3:10].C1C=C[NH+]=CC=1.[O-][Cr](Cl)(=O)=O. The catalyst is CCOCC. The product is [Cl:1][C:2]1[CH:7]=[CH:6][CH:5]=[CH:4][C:3]=1[C:8](=[O:12])[CH:9]([CH3:10])[CH3:11]. The yield is 0.820. (4) The reactants are Br[C:2]1[CH:3]=[C:4]([C:11]([CH3:20])([CH3:19])[CH2:12][C:13](=[O:18])[C:14]([F:17])([F:16])[F:15])[C:5]2[O:9][CH2:8][CH2:7][C:6]=2[CH:10]=1.[N:21]1[CH:26]=[C:25](B(O)O)[CH:24]=[N:23][CH:22]=1.C(=O)([O-])[O-].[K+].[K+]. The catalyst is C1C=CC([P]([Pd]([P](C2C=CC=CC=2)(C2C=CC=CC=2)C2C=CC=CC=2)([P](C2C=CC=CC=2)(C2C=CC=CC=2)C2C=CC=CC=2)[P](C2C=CC=CC=2)(C2C=CC=CC=2)C2C=CC=CC=2)(C2C=CC=CC=2)C2C=CC=CC=2)=CC=1.CO.COCCOC.CN(C=O)C. The product is [F:15][C:14]([F:17])([F:16])[C:13](=[O:18])[CH2:12][C:11]([CH3:20])([C:4]1[C:5]2[O:9][CH2:8][CH2:7][C:6]=2[CH:10]=[C:2]([C:25]2[CH:26]=[N:21][CH:22]=[N:23][CH:24]=2)[CH:3]=1)[CH3:19]. The yield is 0.620. (5) The reactants are [O:1]1[C:5]2[CH:6]=[CH:7][C:8]([C:10]3([C:13]([NH:15][C:16]4[CH:17]=[C:18]5[C:22](=[CH:23][CH:24]=4)[NH:21][C:20]([C:25](OCC)=[O:26])=[CH:19]5)=[O:14])[CH2:12][CH2:11]3)=[CH:9][C:4]=2[O:3][CH2:2]1.[Li+].[BH4-]. The catalyst is C1COCC1.O. The product is [O:1]1[C:5]2[CH:6]=[CH:7][C:8]([C:10]3([C:13]([NH:15][C:16]4[CH:17]=[C:18]5[C:22](=[CH:23][CH:24]=4)[NH:21][C:20]([CH2:25][OH:26])=[CH:19]5)=[O:14])[CH2:12][CH2:11]3)=[CH:9][C:4]=2[O:3][CH2:2]1. The yield is 0.730. (6) The reactants are [CH2:1]([C:9]1[CH:25]=[CH:24][C:12]([CH2:13][NH:14][C:15](=[O:23])[NH:16][CH2:17][C:18]([O:20]CC)=[O:19])=[CH:11][CH:10]=1)[CH2:2][CH2:3][CH2:4][CH2:5][CH2:6][CH2:7][CH3:8].C(C1C=CC(NC(=O)NCCC(OCC)=O)=CC=1)CCCCCCC. No catalyst specified. The product is [CH2:1]([C:9]1[CH:10]=[CH:11][C:12]([CH2:13][NH:14][C:15](=[O:23])[NH:16][CH2:17][C:18]([OH:20])=[O:19])=[CH:24][CH:25]=1)[CH2:2][CH2:3][CH2:4][CH2:5][CH2:6][CH2:7][CH3:8]. The yield is 0.870. (7) The product is [CH2:1]([C:5]1[N:6]=[C:7]([CH3:27])[N:8]([CH2:31][CH:32]([C:34]2[CH:39]=[CH:38][CH:37]=[CH:36][CH:35]=2)[CH3:33])[C:9](=[O:26])[C:10]=1[CH2:11][C:12]1[CH:17]=[CH:16][C:15]([C:18]2[CH:23]=[CH:22][CH:21]=[CH:20][C:19]=2[C:24]2[NH:42][C:43](=[O:46])[O:44][N:25]=2)=[CH:14][CH:13]=1)[CH2:2][CH2:3][CH3:4]. The catalyst is C(OCC)(=O)C.CS(C)=O.CN(C)C=O. The yield is 0.0900. The reactants are [CH2:1]([C:5]1[N:6]=[C:7]([CH3:27])[NH:8][C:9](=[O:26])[C:10]=1[CH2:11][C:12]1[CH:17]=[CH:16][C:15]([C:18]2[C:19]([C:24]#[N:25])=[CH:20][CH:21]=[CH:22][CH:23]=2)=[CH:14][CH:13]=1)[CH2:2][CH2:3][CH3:4].[H-].[Na+].Br[CH2:31][CH:32]([C:34]1[CH:39]=[CH:38][CH:37]=[CH:36][CH:35]=1)[CH3:33].[Cl-].O[NH3+:42].[C:43](=[O:46])([O-])[OH:44].[Na+]. (8) The reactants are [CH3:1][O:2][C:3]1[CH:8]=[CH:7][C:6]([NH:9][C:10]2[CH:18]=[CH:17][CH:16]=[C:12]([C:13]([OH:15])=O)[C:11]=2[C:19]([OH:21])=O)=[C:5]([O:22][C:23]2[CH:28]=[CH:27][CH:26]=[CH:25][CH:24]=2)[CH:4]=1.Cl.[NH2:30][CH:31]1[CH2:37][CH2:36][C:35](=[O:38])[NH:34][C:32]1=[O:33]. The catalyst is N1C=CC=CC=1. The product is [O:33]=[C:32]1[CH:31]([N:30]2[C:19](=[O:21])[C:11]3[C:12](=[CH:16][CH:17]=[CH:18][C:10]=3[NH:9][C:6]3[CH:7]=[CH:8][C:3]([O:2][CH3:1])=[CH:4][C:5]=3[O:22][C:23]3[CH:28]=[CH:27][CH:26]=[CH:25][CH:24]=3)[C:13]2=[O:15])[CH2:37][CH2:36][C:35](=[O:38])[NH:34]1. The yield is 0.890. (9) The yield is 0.960. The product is [CH3:13][O:12][C:9]1[CH:10]=[C:11]2[C:6](=[CH:7][C:8]=1[O:14][CH3:15])[N:5]=[CH:4][CH:3]=[C:2]2[O:16][C:17]1[CH:24]=[CH:23][C:22]([CH3:25])=[CH:21][C:18]=1[CH:19]=[O:20]. The reactants are Cl[C:2]1[C:11]2[C:6](=[CH:7][C:8]([O:14][CH3:15])=[C:9]([O:12][CH3:13])[CH:10]=2)[N:5]=[CH:4][CH:3]=1.[OH:16][C:17]1[CH:24]=[CH:23][C:22]([CH3:25])=[CH:21][C:18]=1[CH:19]=[O:20]. The catalyst is CN(C)C1C=CN=CC=1.ClC1C=CC=CC=1Cl.